Dataset: Reaction yield outcomes from USPTO patents with 853,638 reactions. Task: Predict the reaction yield, written as a fraction of the theoretical maximum amount of product (1.0 means a 100% yield; for example, 0.34 means a 34% yield). (1) The reactants are [CH3:1][N+:2]([CH2:5][C@H:6]([NH2:11])[CH2:7][C:8]([O-:10])=[O:9])([CH3:4])[CH3:3].[C:12]1([C:18]#[C:19][C:20]2[O:24][C:23]([C:25](ON3C(=O)CCC3=O)=[O:26])=[CH:22][CH:21]=2)[CH:17]=[CH:16][CH:15]=[CH:14][CH:13]=1.CN(C=O)C.C(N(CC)CC)C. The catalyst is C(OCC)C. The product is [C:12]1([C:18]#[C:19][C:20]2[O:24][C:23]([C:25]([NH:11][C@@H:6]([CH2:5][N+:2]([CH3:3])([CH3:4])[CH3:1])[CH2:7][C:8]([O-:10])=[O:9])=[O:26])=[CH:22][CH:21]=2)[CH:13]=[CH:14][CH:15]=[CH:16][CH:17]=1. The yield is 0.240. (2) The reactants are Cl.[CH3:2][O:3][C:4]1[CH:5]=[C:6]([CH2:12][CH2:13][C:14]2[CH:15]=[C:16]([NH:19][C:20]([C:22]3[N:23]=[CH:24][C:25]([N:28]4[CH2:32][CH2:31][CH:30]([N:33](C)[C:34](=O)OC(C)(C)C)[CH2:29]4)=[N:26][CH:27]=3)=[O:21])[NH:17][N:18]=2)[CH:7]=[C:8]([O:10][CH3:11])[CH:9]=1. The catalyst is CO. The product is [CH3:2][O:3][C:4]1[CH:5]=[C:6]([CH2:12][CH2:13][C:14]2[CH:15]=[C:16]([NH:19][C:20]([C:22]3[CH:27]=[N:26][C:25]([N:28]4[CH2:32][CH2:31][CH:30]([NH:33][CH3:34])[CH2:29]4)=[CH:24][N:23]=3)=[O:21])[NH:17][N:18]=2)[CH:7]=[C:8]([O:10][CH3:11])[CH:9]=1. The yield is 0.390. (3) The reactants are Cl[C:2]1[CH:11]=[N:10][C:9]2[C:4](=[CH:5][CH:6]=[C:7]([Cl:12])[CH:8]=2)[N:3]=1.[CH3:13][N:14]1[CH2:19][CH2:18][NH:17][CH2:16][CH2:15]1. The catalyst is O. The product is [Cl:12][C:7]1[CH:8]=[C:9]2[C:4](=[CH:5][CH:6]=1)[N:3]=[C:2]([N:17]1[CH2:18][CH2:19][N:14]([CH3:13])[CH2:15][CH2:16]1)[CH:11]=[N:10]2. The yield is 0.940. (4) The reactants are [Cl:1][C:2]1[C:3]([O:29][C:30]2[C:35]([C:36]3[CH:41]=[CH:40][N:39]=[N:38][CH:37]=3)=[CH:34][C:33]([C:42]3[CH:47]=[CH:46][CH:45]=[C:44]([F:48])[CH:43]=3)=[C:32]([Cl:49])[CH:31]=2)=[CH:4][C:5]([F:28])=[C:6]([S:8]([N:11](CC2C=CC(OC)=CC=2OC)[C:12]2[S:13][CH:14]=[N:15][N:16]=2)(=[O:10])=[O:9])[CH:7]=1.FC(F)(F)C(O)=O.CO. The yield is 0.130. The product is [Cl:1][C:2]1[C:3]([O:29][C:30]2[C:35]([C:36]3[CH:41]=[CH:40][N:39]=[N:38][CH:37]=3)=[CH:34][C:33]([C:42]3[CH:47]=[CH:46][CH:45]=[C:44]([F:48])[CH:43]=3)=[C:32]([Cl:49])[CH:31]=2)=[CH:4][C:5]([F:28])=[C:6]([S:8]([NH:11][C:12]2[S:13][CH:14]=[N:15][N:16]=2)(=[O:10])=[O:9])[CH:7]=1. The catalyst is ClCCl. (5) The reactants are FC(F)(F)S(O[C:7]1[C:8]([C:18](=[O:20])[CH3:19])=[CH:9][C:10]([Cl:17])=[C:11]2[C:16]=1[N:15]=[CH:14][CH:13]=[CH:12]2)(=O)=O.Cl.[O:24]([CH:31]1[CH2:36][CH2:35][NH:34][CH2:33][CH2:32]1)[C:25]1[CH:30]=[CH:29][CH:28]=[CH:27][CH:26]=1.C1C=CC(P(C2C=CC3C(=CC=CC=3)C=2C2C3C(=CC=CC=3)C=CC=2P(C2C=CC=CC=2)C2C=CC=CC=2)C2C=CC=CC=2)=CC=1.C(=O)([O-])[O-].[Cs+].[Cs+]. The product is [Cl:17][C:10]1[CH:9]=[C:8]([C:18](=[O:20])[CH3:19])[C:7]([N:34]2[CH2:35][CH2:36][CH:31]([O:24][C:25]3[CH:30]=[CH:29][CH:28]=[CH:27][CH:26]=3)[CH2:32][CH2:33]2)=[C:16]2[C:11]=1[CH:12]=[CH:13][CH:14]=[N:15]2. The catalyst is O1CCCC1.ClCCl.C([O-])(=O)C.[Pd+2].C([O-])(=O)C. The yield is 0.180. (6) The reactants are [N+:1]([C:4]1[CH:5]=[C:6]([CH:13]=[CH:14][CH:15]=1)[CH2:7][N:8]1[CH2:12][CH2:11][CH2:10][CH2:9]1)([O-])=O.[H][H]. The catalyst is CCO.[Pd]. The product is [N:8]1([CH2:7][C:6]2[CH:5]=[C:4]([CH:15]=[CH:14][CH:13]=2)[NH2:1])[CH2:12][CH2:11][CH2:10][CH2:9]1. The yield is 0.700. (7) The reactants are [Si:1]([O:8][C@@H:9]([CH3:15])[C:10]([O:12]CC)=O)([C:4]([CH3:7])([CH3:6])[CH3:5])([CH3:3])[CH3:2].[Cl:16][CH2:17]C([O-])=O.[Na+].C(N(CC)CC)C.C([Mg]Cl)(C)(C)C.Cl. The catalyst is C1COCC1. The product is [Cl:16][CH2:17][C:10](=[O:12])[C@@H:9]([O:8][Si:1]([C:4]([CH3:5])([CH3:6])[CH3:7])([CH3:2])[CH3:3])[CH3:15]. The yield is 0.980. (8) The reactants are [CH3:1][O:2][C@@H:3]1[C@H:9]2[O:10][CH2:11][C@@H:12]([O:13]C(C3C=CC=CC=3)=O)[C@H:8]2[O:7][C@H:4]1[O:5][CH3:6].[OH-].[Na+]. The catalyst is CO.C(OCC)(=O)C. The product is [CH3:1][O:2][C@@H:3]1[C@H:9]2[O:10][CH2:11][C@@H:12]([OH:13])[C@H:8]2[O:7][C@H:4]1[O:5][CH3:6]. The yield is 0.850. (9) The reactants are [O:1]1[CH:5]=[CH:4][C:3]([NH:6][C:7](=[O:13])[O:8][C:9]([CH3:12])([CH3:11])[CH3:10])=[CH:2]1.CN(CCN(C)C)C.C([Li])CCC.[C:27](=O)([O:30]C)[O:28][CH3:29]. The catalyst is C1COCC1. The yield is 0.510. The product is [CH3:29][O:28][C:27]([C:2]1[O:1][CH:5]=[CH:4][C:3]=1[NH:6][C:7](=[O:13])[O:8][C:9]([CH3:10])([CH3:12])[CH3:11])=[O:30]. (10) The reactants are F[C:2]1[CH:9]=[CH:8][C:5]([C:6]#[N:7])=[C:4]([C:10]([F:13])([F:12])[F:11])[CH:3]=1.Cl.[F:15][C:16]([F:21])([F:20])[CH2:17][CH2:18][NH2:19].CCN(C(C)C)C(C)C. The catalyst is CS(C)=O. The product is [F:11][C:10]([F:13])([F:12])[C:4]1[CH:3]=[C:2]([NH:19][CH2:18][CH2:17][C:16]([F:21])([F:20])[F:15])[CH:9]=[CH:8][C:5]=1[C:6]#[N:7]. The yield is 0.610.